Task: Predict which catalyst facilitates the given reaction.. Dataset: Catalyst prediction with 721,799 reactions and 888 catalyst types from USPTO (1) Reactant: F[C:2]1[CH:7]=[CH:6][C:5]([N+:8]([O-:10])=[O:9])=[CH:4][C:3]=1[F:11].[O:12]1[CH2:17][CH2:16][N:15]([CH2:18][CH2:19][OH:20])[CH2:14][CH2:13]1.C([O-])([O-])=O.[Cs+].[Cs+].O. Product: [F:11][C:3]1[CH:4]=[C:5]([N+:8]([O-:10])=[O:9])[CH:6]=[CH:7][C:2]=1[O:20][CH2:19][CH2:18][N:15]1[CH2:16][CH2:17][O:12][CH2:13][CH2:14]1. The catalyst class is: 3. (2) The catalyst class is: 1. Product: [CH2:1]([N:8]1[C:12](=[O:13])[C@@H:11]([CH3:17])[CH2:10][C@@H:9]1[C:14]([OH:16])=[O:15])[C:2]1[CH:7]=[CH:6][CH:5]=[CH:4][CH:3]=1. Reactant: [CH2:1]([N:8]1[C:12](=[O:13])[CH2:11][CH2:10][C@@H:9]1[C:14]([OH:16])=[O:15])[C:2]1[CH:7]=[CH:6][CH:5]=[CH:4][CH:3]=1.[CH3:17][Si]([N-][Si](C)(C)C)(C)C.[Li+].IC.Cl. (3) Reactant: Cl.[N+:2]([C:5]1[CH:10]=[CH:9][C:8]([CH2:11][C:12](=[NH:14])[NH2:13])=[CH:7][CH:6]=1)([O-:4])=[O:3].[CH:15]([CH:17]([CH2:23][C:24]([O:26][CH2:27]C)=[O:25])[C:18](OCC)=O)=[O:16].C[O-].[Na+].C(O)(=O)C. Product: [OH:16][C:15]1[C:17]([CH2:23][C:24]([O:26][CH3:27])=[O:25])=[CH:18][N:13]=[C:12]([CH2:11][C:8]2[CH:7]=[CH:6][C:5]([N+:2]([O-:4])=[O:3])=[CH:10][CH:9]=2)[N:14]=1. The catalyst class is: 24.